This data is from Forward reaction prediction with 1.9M reactions from USPTO patents (1976-2016). The task is: Predict the product of the given reaction. (1) Given the reactants [N:1]1[CH:6]=[CH:5][C:4]([O:7][C:8]2[CH:9]=[C:10]([CH:13]=[CH:14][CH:15]=2)[CH:11]=O)=[CH:3][CH:2]=1.[C@@H:16]1([NH2:26])[C:25]2[C:20](=[CH:21][CH:22]=[CH:23][CH:24]=2)[CH2:19][CH2:18][CH2:17]1.[BH4-].[Na+], predict the reaction product. The product is: [N:1]1[CH:6]=[CH:5][C:4]([O:7][C:8]2[CH:9]=[C:10]([CH:13]=[CH:14][CH:15]=2)[CH2:11][NH:26][C@@H:16]2[C:25]3[C:20](=[CH:21][CH:22]=[CH:23][CH:24]=3)[CH2:19][CH2:18][CH2:17]2)=[CH:3][CH:2]=1. (2) Given the reactants [Cl:1][C:2]1[CH:3]=[C:4]([C@H:9]2[C@H:15]([C@H:16]([OH:19])[CH2:17][OH:18])[O:14][CH2:13][CH2:12][N:11](C(OC(C)(C)C)=O)[CH2:10]2)[CH:5]=[CH:6][C:7]=1[Cl:8].Cl.C(O)C, predict the reaction product. The product is: [ClH:1].[Cl:1][C:2]1[CH:3]=[C:4]([C@H:9]2[C@H:15]([C@H:16]([OH:19])[CH2:17][OH:18])[O:14][CH2:13][CH2:12][NH:11][CH2:10]2)[CH:5]=[CH:6][C:7]=1[Cl:8].